This data is from Reaction yield outcomes from USPTO patents with 853,638 reactions. The task is: Predict the reaction yield, written as a fraction of the theoretical maximum amount of product (1.0 means a 100% yield; for example, 0.34 means a 34% yield). The catalyst is O.C1COCC1. The yield is 0.910. The reactants are [OH-].[K+].C[O:4][C:5](=[O:20])[C:6]1[CH:11]=[CH:10][C:9]([C:12]#[C:13][C:14]#[C:15][Si](C)(C)C)=[CH:8][CH:7]=1. The product is [C:12]([C:9]1[CH:8]=[CH:7][C:6]([C:5]([OH:20])=[O:4])=[CH:11][CH:10]=1)#[C:13][C:14]#[CH:15].